From a dataset of Catalyst prediction with 721,799 reactions and 888 catalyst types from USPTO. Predict which catalyst facilitates the given reaction. (1) Reactant: [N:1]1[N:2]([C:6]2[CH:11]=[CH:10][CH:9]=[CH:8][C:7]=2[CH:12]([N:14]2[CH2:19][C@H:18]([C:20]3[O:21][C:22]([CH3:27])=[C:23]([CH2:25][OH:26])[N:24]=3)[CH2:17][CH2:16][C@H:15]2[CH3:28])[OH:13])[N:3]=[CH:4][CH:5]=1. Product: [N:1]1[N:2]([C:6]2[CH:11]=[CH:10][CH:9]=[CH:8][C:7]=2[C:12]([N:14]2[C@H:15]([CH3:28])[CH2:16][CH2:17][C@@H:18]([C:20]3[O:21][C:22]([CH3:27])=[C:23]([CH:25]=[O:26])[N:24]=3)[CH2:19]2)=[O:13])[N:3]=[CH:4][CH:5]=1. The catalyst class is: 34. (2) Reactant: COCCOC.Br[C:8]1[C:9]([N:28]2[CH2:32][CH2:31][C@@H:30]([OH:33])[CH2:29]2)=[N:10][CH:11]=[C:12]([CH:27]=1)[C:13]([NH:15][C:16]1[CH:21]=[CH:20][C:19]([O:22][C:23]([F:26])([F:25])[F:24])=[CH:18][CH:17]=1)=[O:14].[NH:34]1[CH:38]=[CH:37][C:36](B(O)O)=[N:35]1.C([O-])([O-])=O.[Na+].[Na+]. Product: [OH:33][C@@H:30]1[CH2:31][CH2:32][N:28]([C:9]2[C:8]([C:38]3[CH:37]=[CH:36][NH:35][N:34]=3)=[CH:27][C:12]([C:13]([NH:15][C:16]3[CH:21]=[CH:20][C:19]([O:22][C:23]([F:26])([F:25])[F:24])=[CH:18][CH:17]=3)=[O:14])=[CH:11][N:10]=2)[CH2:29]1. The catalyst class is: 636. (3) Reactant: [NH2:1][C:2]1[CH:11]=[CH:10][C:5]([C:6]([O:8][CH3:9])=[O:7])=[CH:4][CH:3]=1.C(N(CC)CC)C.[F:19][C:20]1[CH:28]=[CH:27][CH:26]=[C:25]([F:29])[C:21]=1[C:22](Cl)=[O:23].C(=O)(O)[O-].[Na+]. Product: [F:19][C:20]1[CH:28]=[CH:27][CH:26]=[C:25]([F:29])[C:21]=1[C:22]([NH:1][C:2]1[CH:3]=[CH:4][C:5]([C:6]([O:8][CH3:9])=[O:7])=[CH:10][CH:11]=1)=[O:23]. The catalyst class is: 4.